This data is from Catalyst prediction with 721,799 reactions and 888 catalyst types from USPTO. The task is: Predict which catalyst facilitates the given reaction. (1) Reactant: [Br:1][C:2]1[CH:3]=[C:4]([C:11]([N:13]2[CH2:18][CH2:17][O:16][C:15]3[N:19]=[CH:20][C:21]([C:23]4[CH:24]=[N:25][CH:26]=[CH:27][CH:28]=4)=[CH:22][C:14]2=3)=[O:12])[CH:5]=[C:6]([Br:10])[C:7]=1[O:8]C.B(Br)(Br)Br. Product: [Br:1][C:2]1[CH:3]=[C:4]([C:11]([N:13]2[CH2:18][CH2:17][O:16][C:15]3[N:19]=[CH:20][C:21]([C:23]4[CH:24]=[N:25][CH:26]=[CH:27][CH:28]=4)=[CH:22][C:14]2=3)=[O:12])[CH:5]=[C:6]([Br:10])[C:7]=1[OH:8]. The catalyst class is: 665. (2) Reactant: [Br:1][C:2]1[CH:11]=[C:10]2[C:5]([C:6](=[O:17])[C:7]([C:12]([O:14]CC)=[O:13])=[CH:8][NH:9]2)=[N:4][CH:3]=1.[OH-].[Na+].C. Product: [Br:1][C:2]1[CH:11]=[C:10]2[C:5]([C:6]([OH:17])=[C:7]([C:12]([OH:14])=[O:13])[CH:8]=[N:9]2)=[N:4][CH:3]=1. The catalyst class is: 6. (3) Reactant: [F:1][C:2]([F:40])([F:39])[C:3]1[CH:4]=[C:5]([NH:9][C:10]([NH:12][C:13]2[CH:18]=[CH:17][C:16]([CH2:19][C:20]3[C:28]4[C:23](=[N:24][CH:25]=[CH:26][CH:27]=4)[N:22]([Si](C(C)C)(C(C)C)C(C)C)[CH:21]=3)=[CH:15][CH:14]=2)=[O:11])[CH:6]=[CH:7][CH:8]=1.[F-].C([N+](CCCC)(CCCC)CCCC)CCC.O. Product: [NH:22]1[C:23]2=[N:24][CH:25]=[CH:26][CH:27]=[C:28]2[C:20]([CH2:19][C:16]2[CH:17]=[CH:18][C:13]([NH:12][C:10]([NH:9][C:5]3[CH:6]=[CH:7][CH:8]=[C:3]([C:2]([F:40])([F:1])[F:39])[CH:4]=3)=[O:11])=[CH:14][CH:15]=2)=[CH:21]1. The catalyst class is: 7. (4) Reactant: [NH2:1][C:2]1[CH:23]=[CH:22][C:5]([O:6][C:7]2[CH:8]=[CH:9][C:10]3[N:11]([CH:13]=[C:14]([NH:16][C:17]([CH:19]4[CH2:21][CH2:20]4)=[O:18])[N:15]=3)[CH:12]=2)=[CH:4][CH:3]=1.[F:24][C:25]1[CH:30]=[CH:29][C:28]([C:31]2[C:32]([CH3:41])=[CH:33][CH:34]=[C:35]([C:38](O)=[O:39])[N+:36]=2[O-:37])=[CH:27][CH:26]=1.C(N(CC)C(C)C)(C)C.CN(C(ON1N=NC2C=CC=NC1=2)=[N+](C)C)C.F[P-](F)(F)(F)(F)F. The catalyst class is: 9. Product: [CH:19]1([C:17]([NH:16][C:14]2[N:15]=[C:10]3[CH:9]=[CH:8][C:7]([O:6][C:5]4[CH:22]=[CH:23][C:2]([NH:1][C:38]([C:35]5[N+:36]([O-:37])=[C:31]([C:28]6[CH:29]=[CH:30][C:25]([F:24])=[CH:26][CH:27]=6)[C:32]([CH3:41])=[CH:33][CH:34]=5)=[O:39])=[CH:3][CH:4]=4)=[CH:12][N:11]3[CH:13]=2)=[O:18])[CH2:20][CH2:21]1.